Dataset: Catalyst prediction with 721,799 reactions and 888 catalyst types from USPTO. Task: Predict which catalyst facilitates the given reaction. (1) Product: [NH2:1][C:2]1[N:7]=[C:6]([C:8]([O:10][CH3:11])=[O:9])[C:5]([Br:18])=[CH:4][CH:3]=1. Reactant: [NH2:1][C:2]1[N:7]=[C:6]([C:8]([O:10][CH3:11])=[O:9])[CH:5]=[CH:4][CH:3]=1.C(=O)([O-])[O-].[Na+].[Na+].[Br:18]Br. The catalyst class is: 15. (2) Reactant: [C:1]([O:5][C:6](=[O:27])[CH2:7][CH2:8][C:9]1[CH:14]=[CH:13][C:12]([C:15]2[CH:20]=[CH:19][C:18]([C:21]([O:23]C)=[O:22])=[CH:17][CH:16]=2)=[C:11]([O:25][CH3:26])[CH:10]=1)([CH3:4])([CH3:3])[CH3:2].C[Si](C)(C)[O-].[K+].Cl. Product: [C:1]([O:5][C:6](=[O:27])[CH2:7][CH2:8][C:9]1[CH:14]=[CH:13][C:12]([C:15]2[CH:16]=[CH:17][C:18]([C:21]([OH:23])=[O:22])=[CH:19][CH:20]=2)=[C:11]([O:25][CH3:26])[CH:10]=1)([CH3:4])([CH3:3])[CH3:2]. The catalyst class is: 375. (3) Reactant: [CH3:1][C:2]1[O:8][CH:7]=[C:6]([OH:9])[C:4](=[O:5])[CH:3]=1.[CH:10](=[O:12])[CH3:11]. Product: [OH:12][CH:10]([C:7]1[O:8][C:2]([CH3:1])=[CH:3][C:4](=[O:5])[C:6]=1[OH:9])[CH3:11]. The catalyst class is: 6. (4) Reactant: [C:1]([C:3]1[CH:8]=[C:7]([F:9])[C:6]([O:10][CH3:11])=[CH:5][C:4]=1[CH2:12][C:13]([OH:15])=O)#[N:2].O=S(Cl)[Cl:18]. Product: [Cl:18][C:1]1[C:3]2[C:4](=[CH:5][C:6]([O:10][CH3:11])=[C:7]([F:9])[CH:8]=2)[CH:12]=[C:13]([OH:15])[N:2]=1. The catalyst class is: 2. (5) Reactant: [NH:1]1[CH2:6][CH:5]=[C:4]([C:7]2[C:15]3[C:10](=[N:11][CH:12]=[CH:13][CH:14]=3)[NH:9][CH:8]=2)[CH2:3][CH2:2]1.Cl. Product: [NH:1]1[CH2:2][CH2:3][CH:4]([C:7]2[C:15]3[C:10](=[N:11][CH:12]=[CH:13][CH:14]=3)[NH:9][CH:8]=2)[CH2:5][CH2:6]1. The catalyst class is: 63. (6) Reactant: [C:1]([O:5][C:6](=[O:16])[NH:7][C:8]1[CH:9]=[N:10][CH:11]=[C:12]([CH2:14][OH:15])[CH:13]=1)([CH3:4])([CH3:3])[CH3:2].C(N(CC)CC)C.[CH3:24][S:25](O[S:25]([CH3:24])(=[O:27])=[O:26])(=[O:27])=[O:26]. Product: [C:1]([O:5][C:6]([NH:7][C:8]1[CH:13]=[C:12]([CH2:14][O:15][S:25]([CH3:24])(=[O:27])=[O:26])[CH:11]=[N:10][CH:9]=1)=[O:16])([CH3:4])([CH3:2])[CH3:3]. The catalyst class is: 76.